From a dataset of Retrosynthesis with 50K atom-mapped reactions and 10 reaction types from USPTO. Predict the reactants needed to synthesize the given product. (1) Given the product CCOC(=O)c1oc2ccc(CC)c(OCc3ccccc3)c2c1C, predict the reactants needed to synthesize it. The reactants are: BrCc1ccccc1.CCOC(=O)c1oc2ccc(CC)c(O)c2c1C. (2) Given the product O=C1CC(=O)N(c2ccc(NC(=O)c3c(Cl)cccc3Cl)cc2)c2ccc3ccccc3c2N1, predict the reactants needed to synthesize it. The reactants are: O=C(Cl)c1c(Cl)cccc1Cl.O=C1CC(=O)N(c2ccc(NC(=O)c3ccccc3)cc2)c2ccc3ccccc3c2N1. (3) The reactants are: CN.Nc1nc(-c2cc3c(s2)-c2ccc(C(=O)O)cc2OCC3)n(-c2ccc(F)cc2F)n1. Given the product CNC(=O)c1ccc2c(c1)OCCc1cc(-c3nc(N)nn3-c3ccc(F)cc3F)sc1-2, predict the reactants needed to synthesize it. (4) Given the product NCCOc1ccc(-c2ccc(=O)n(Cc3ccc(Cl)cc3F)c2)cc1, predict the reactants needed to synthesize it. The reactants are: CC(C)(C)OC(=O)NCCOc1ccc(-c2ccc(=O)n(Cc3ccc(Cl)cc3F)c2)cc1. (5) Given the product COc1cc(C(C)CN2CCN(CC(O)c3ccc4c(c3C)COC4=O)CC2)ccc1C#N, predict the reactants needed to synthesize it. The reactants are: COc1cc(C(C)C=O)ccc1C#N.Cc1c(C(O)CN2CCNCC2)ccc2c1COC2=O. (6) Given the product Nc1ccc(F)cc1N, predict the reactants needed to synthesize it. The reactants are: Nc1ccc(F)cc1[N+](=O)[O-]. (7) Given the product C[C@H](CC#N)NC(=O)OC(C)(C)C, predict the reactants needed to synthesize it. The reactants are: C[C@H](CC#N)N(C(=O)[O-])C(C)(C)C. (8) Given the product Cn1cncc1C(C)(NC(=O)CCc1cccc(O)c1)c1ccc(C#N)c(F)c1, predict the reactants needed to synthesize it. The reactants are: COc1cccc(CCC(=O)NC(C)(c2ccc(C#N)c(F)c2)c2cncn2C)c1. (9) Given the product CCCc1nc(C)n(-c2ccc(OC(C)(C)C(C)=O)cc2)c(=O)c1Cc1ccc(-c2ccccc2-c2noc(=O)[nH]2)cc1, predict the reactants needed to synthesize it. The reactants are: CCCc1nc(C)n(-c2ccc(OC(C)(C)C(C)O)cc2)c(=O)c1Cc1ccc(-c2ccccc2-c2noc(=O)[nH]2)cc1.